Dataset: Catalyst prediction with 721,799 reactions and 888 catalyst types from USPTO. Task: Predict which catalyst facilitates the given reaction. (1) Reactant: [NH2:1][C@@H:2]([C:13]1[CH:18]=[CH:17][C:16]([C:19]([F:22])([F:21])[F:20])=[C:15]([F:23])[CH:14]=1)[CH2:3][N:4]([CH3:12])[C:5](=[O:11])[O:6][C:7]([CH3:10])([CH3:9])[CH3:8].C(Cl)Cl.C1N=CN([C:32](N2C=NC=C2)=[O:33])C=1.[N:39]1[C:44]2[CH2:45][NH:46][CH2:47][CH2:48][C:43]=2[CH:42]=[N:41][C:40]=1[NH:49][C@@H:50]([CH3:53])[CH2:51][OH:52]. Product: [F:23][C:15]1[CH:14]=[C:13]([C@H:2]([NH:1][C:32]([N:46]2[CH2:47][CH2:48][C:43]3[CH:42]=[N:41][C:40]([NH:49][C@@H:50]([CH3:53])[CH2:51][OH:52])=[N:39][C:44]=3[CH2:45]2)=[O:33])[CH2:3][N:4]([CH3:12])[C:5](=[O:11])[O:6][C:7]([CH3:8])([CH3:9])[CH3:10])[CH:18]=[CH:17][C:16]=1[C:19]([F:20])([F:21])[F:22]. The catalyst class is: 6. (2) Reactant: [In].[CH2:2](Br)[CH:3]=[CH2:4].[CH3:6][O:7][N:8]=[C:9]1[C:18]2[C:13](=[CH:14][CH:15]=[CH:16][CH:17]=2)[C:12](=[O:19])[CH:11]=[C:10]1[OH:20]. Product: [CH2:4]([C:9]1([NH:8][O:7][CH3:6])[C:18]2[C:13](=[CH:14][CH:15]=[CH:16][CH:17]=2)[C:12](=[O:19])[CH:11]=[C:10]1[OH:20])[CH:3]=[CH2:2]. The catalyst class is: 9.